Regression. Given a peptide amino acid sequence and an MHC pseudo amino acid sequence, predict their binding affinity value. This is MHC class II binding data. From a dataset of Peptide-MHC class II binding affinity with 134,281 pairs from IEDB. (1) The peptide sequence is NELQIVDKIDAAFKI. The MHC is DRB1_0401 with pseudo-sequence DRB1_0401. The binding affinity (normalized) is 0.355. (2) The peptide sequence is LLTSGMVIFFMSPKGK. The MHC is HLA-DQA10201-DQB10303 with pseudo-sequence HLA-DQA10201-DQB10303. The binding affinity (normalized) is 0.600. (3) The binding affinity (normalized) is 0.588. The MHC is DRB4_0101 with pseudo-sequence DRB4_0103. The peptide sequence is PRFLEQVKHECHF. (4) The binding affinity (normalized) is 0. The MHC is DRB3_0101 with pseudo-sequence DRB3_0101. The peptide sequence is GAGVMVEGVFHTLWHTTK. (5) The peptide sequence is KNIPQPVRALLEGFL. The MHC is DRB1_0101 with pseudo-sequence DRB1_0101. The binding affinity (normalized) is 0.477. (6) The MHC is HLA-DQA10102-DQB10602 with pseudo-sequence HLA-DQA10102-DQB10602. The binding affinity (normalized) is 0.613. The peptide sequence is IKHIYAISSAALSAS. (7) The peptide sequence is LELLQRRFGGTVIRN. The MHC is HLA-DQA10201-DQB10303 with pseudo-sequence HLA-DQA10201-DQB10303. The binding affinity (normalized) is 0.361.